This data is from Forward reaction prediction with 1.9M reactions from USPTO patents (1976-2016). The task is: Predict the product of the given reaction. (1) The product is: [C:67]([C:64]1[CH:65]=[CH:66][C:61]([CH2:60][N:57]2[CH2:58][CH2:59][CH:54]([NH:53][C:22]([C:19]3[CH:18]=[CH:17][C:16]4[NH:15][C:14]5[CH2:25][CH2:26][N:11]([C:9]([O:8][CH2:1][C:2]6[CH:7]=[CH:6][CH:5]=[CH:4][CH:3]=6)=[O:10])[CH2:12][C:13]=5[C:21]=4[CH:20]=3)=[O:23])[CH2:55][CH2:56]2)=[CH:62][CH:63]=1)#[N:68]. Given the reactants [CH2:1]([O:8][C:9]([N:11]1[CH2:26][CH2:25][C:14]2[NH:15][C:16]3[CH:17]=[CH:18][C:19]([C:22](O)=[O:23])=[CH:20][C:21]=3[C:13]=2[CH2:12]1)=[O:10])[C:2]1[CH:7]=[CH:6][CH:5]=[CH:4][CH:3]=1.CN(C(ON1N=NC2C=CC=NC1=2)=[N+](C)C)C.F[P-](F)(F)(F)(F)F.Cl.Cl.[NH2:53][CH:54]1[CH2:59][CH2:58][N:57]([CH2:60][C:61]2[CH:66]=[CH:65][C:64]([C:67]#[N:68])=[CH:63][CH:62]=2)[CH2:56][CH2:55]1.C(N(CC)CC)C.C(=O)(O)[O-].[Na+], predict the reaction product. (2) Given the reactants [CH3:1][O:2][C:3]([O:5][C:6]([O:8][CH3:9])=[O:7])=[O:4].[CH3:10][CH:11]([CH2:13][CH2:14][CH2:15][C@H:16]([C@@H:18]1[C@:36]2([CH3:37])[C@H:21]([C@H:22]3[C@H:33]([CH2:34][CH2:35]2)[C@:31]2([CH3:32])[C:25]([CH2:26][C@H:27]([CH2:29][CH2:30]2)[OH:28])=[CH:24][CH2:23]3)[CH2:20][CH2:19]1)[CH3:17])[CH3:12].B([O-])([O-])[O-].[Na+].[Cl-], predict the reaction product. The product is: [CH3:1][O:2][C:3]([O:5][C:6]([O:8][CH3:9])=[O:7])=[O:4].[CH3:12][CH:11]([CH2:13][CH2:14][CH2:15][C@H:16]([C@@H:18]1[C@:36]2([CH3:37])[C@H:21]([C@H:22]3[C@H:33]([CH2:34][CH2:35]2)[C@:31]2([CH3:32])[C:25]([CH2:26][C@H:27]([CH2:29][CH2:30]2)[OH:28])=[CH:24][CH2:23]3)[CH2:20][CH2:19]1)[CH3:17])[CH3:10].